From a dataset of Human Reference Interactome with 51,813 positive PPI pairs across 8,248 proteins, plus equal number of experimentally-validated negative pairs. Binary Classification. Given two protein amino acid sequences, predict whether they physically interact or not. (1) Protein 1 (ENSG00000197930) has sequence MGRGWGFLFGLLGAVWLLSSGHGEEQPPETAAQRCFCQVSGYLDDCTCDVETIDRFNNYRLFPRLQKLLESDYFRYYKVNLKRPCPFWNDISQCGRRDCAVKPCQSDEVPDGIKSASYKYSEEANNLIEECEQAERLGAVDESLSEETQKAVLQWTKHDDSSDNFCEADDIQSPEAEYVDLLLNPERYTGYKGPDAWKIWNVIYEENCFKPQTIKRPLNPLASGQGTSEENTFYSWLEGLCVEKRAFYRLISGLHASINVHLSARYLLQETWLEKKWGHNITEFQQRFDGILTEGEGPRR.... Protein 2 (ENSG00000212124) has sequence MMCFLLIISSILVVFAFVLGNVANGFIALVNVIDWVNTRKISSAEQILTALVVSRIGLLWVMLFLWYATVFNSALYGLEVRIVASNAWAVTNHFSMWLAASLSIFCLLKIANFSNLISLHLKKRIKSVVLVILLGPLVFLICNLAVITMDERVWTKEYEGNVTWKIKLRNAIHLSSLTVTTLANLIPFTLSLICFLLLICSLCKHLKKMRLHSKGSQDPSTKVHIKALQTVTSFLMLFAIYFLCIITSTWNLRTQQSKLVLLLCQTVAIMYPSFHSFILIMGSRKLKQTFLSVLWQMTR*.... Result: 0 (the proteins do not interact). (2) Protein 1 (ENSG00000198576) has sequence MELDHRTSGGLHAYPGPRGGQVAKPNVILQIGKCRAEMLEHVRRTHRHLLAEVSKQVERELKGLHRSVGKLESNLDGYVPTSDSQRWKKSIKACLCRCQETIANLERWVKREMHVWREVFYRLERWADRLESTGGKYPVGSESARHTVSVGVGGPESYCHEADGYDYTVSPYAITPPPAAGELPGQEPAEAQQYQPWVPGEDGQPSPGVDTQIFEDPREFLSHLEEYLRQVGGSEEYWLSQIQNHMNGPAKKWWEFKQGSVKNWVEFKKEFLQYSEGTLSREAIQRELDLPQKQGEPLDQ.... Protein 2 (ENSG00000185658) has sequence MAEPSSARRPVPLIESELYFLIARYLSAGPCRRAAQVLVQELEQYQLLPKRLDWEGNEHNRSYEELVLSNKHVAPDHLLQICQRIGPMLDKEIPPSISRVTSLLGAGRQSLLRTAKDCRHTVWKGSAFAALHRGRPPEMPVNYGSPPNLVEIHRGKQLTGCSTFSTAFPGTMYQHIKMHRRILGHLSAVYCVAFDRTGHRIFTGSDDCLVKIWSTHNGRLLSTLRGHSAEISDMAVNYENTMIAAGSCDKIIRVWCLRTCAPVAVLQGHTGSITSLQFSPMAKGSQRYMVSTGADGTVCF.... Result: 0 (the proteins do not interact). (3) Protein 1 (ENSG00000169718) has sequence MPKLQGFEFWSRTLRGARHVVAPMVDQSELAWRLLSRRHGAQLCYTPMLHAQVFVRDANYRKENLYCEVCPEDRPLIVQFCANDPEVFVQAALLAQDYCDAIDLNLGCPQMIAKRGHYGAFLQDEWDLLQRMILLAHEKLSVPVTCKIRVFPEIDKTVRYAQMLEKAGCQLLTVHGRTKEQKGPLSGAASWEHIKAVRKAVAIPVFANGNIQCLQDVERCLRDTGVQGVMSAEGNLHNPALFEGRSPAVWELAEEYLDIVREHPCPLSYVRAHLFKLWHHTLQVHQELREELAKVKTLEG.... Protein 2 (ENSG00000106261) has sequence MMTAESREATGLSPQAAQEKDGIVIVKVEEEDEEDHMWGQDSTLQDTPPPDPEIFRQRFRRFCYQNTFGPREALSRLKELCHQWLRPEINTKEQILELLVLEQFLSILPKELQVWLQEYRPDSGEEAVTLLEDLELDLSGQQVPGQVHGPEMLARGMVPLDPVQESSSFDLHHEATQSHFKHSSRKPRLLQSRALPAAHIPAPPHEGSPRDQAMASALFTADSQAMVKIEDMAVSLILEEWGCQNLARRNLSRDNRQENYGSAFPQGGENRNENEESTSKAETSEDSASRGETTGRSQKE.... Result: 0 (the proteins do not interact). (4) Protein 1 (ENSG00000092931) has sequence MSPESKKLFNIIILGVAFMFMFTAFQTCGNVAQTVIRSLNRTDFHGSGYTSMAIIYGVFSASNLITPSVVAIVGPQLSMFASGLFYSMYIAVFIQPFPWSFYTASVFIGIAAAVLWTAQGNCLTINSDEHSIGRNSGIFWALLQSSLFFGNLYIYFAWQGKTQISESDRRTVFIALTVISLVGTVLFFLIRKPDSENVLGEDESSDDQDMEVNESAQNNLTKAVDAFKKSFKLCVTKEMLLLSITTAYTGLELTFFSGVYGTCIGATNKFGAEEKSLIGLSGIFIGIGEILGGSLFGLLS.... Protein 2 (ENSG00000100100) has sequence MLLAWVQAFLVSNMLLAEAYGSGGCFWDNGHLYREDQTSPAPGLRCLNWLDAQSGLASAPVSGAGNHSYCRNPDEDPRGPWCYVSGEAGVPEKRPCEDLRCPETTSQALPAFTTEIQEASEGPGADEVQVFAPANALPARSEAAAVQPVIGISQRVRMNSKEKKDLGTLGYVLGITMMVIIIAIGAGIILGYSYKRGKDLKEQHDQKVCEREMQRITLPLSAFTNPTCEIVDEKTVVVHTSQTPVDPQEGTTPLMGQAGTPGA*MLLAWVQAFLVSNMLLAEAYGSGGCFWDNGHLYRED.... Result: 1 (the proteins interact). (5) Protein 1 (ENSG00000160349) has sequence MKPLLLAVSLGLIAALQAHHLLASDEEIQDVSGTWYLKAMTVDREFPEMNLESVTPMTLTTLEGGNLEAKVTMLISGRCQEVKAVLEKTDEPGKYTADGGKHVAYIIRSHVKDHYIFYCEGELHGKPVRGVKLVGRDPKNNLEALEDFEKAAGARGLSTESILIPRQSETCSPGSD*. Protein 2 (ENSG00000241399) has sequence MLRAALPALLLPLLGLAAAAVADCPSSTWIQFQDSCYIFLQEAIKVESIEDVRNQCTDHGADMISIHNEEENAFILDTLKKQWKGPDDILLGMFYDTDDASFKWFDNSNMTFDKWTDQDDDEDLVDTCAFLHIKTGEWKKGNCEVSSVEGTLCKTAIPYKRKYLSDNHILISALVIASTVILTVLGAIIWFLYKKHSDSRFTTVFSTAPQSPYNEDCVLVVGEENEYPVQFD*MLRAALPALLLPLLGLAAAAVADCPSSTWIQFQDSCYIFLQEAIKVESIEDVRNQCTDHGADMISIH.... Result: 0 (the proteins do not interact).